Predict the reactants needed to synthesize the given product. From a dataset of Full USPTO retrosynthesis dataset with 1.9M reactions from patents (1976-2016). (1) Given the product [CH:28]([NH:31][C:32](=[O:33])[N:21]([CH3:22])[CH2:20][CH2:19][CH2:18][O:17][C:5]1[CH:6]=[CH:7][C:8]2[C:9]([C:13]([F:16])([F:15])[F:14])=[N:10][O:11][C:12]=2[C:4]=1[CH2:1][CH2:2][CH3:3])([CH3:30])[CH3:29], predict the reactants needed to synthesize it. The reactants are: [CH2:1]([C:4]1[C:12]2[O:11][N:10]=[C:9]([C:13]([F:16])([F:15])[F:14])[C:8]=2[CH:7]=[CH:6][C:5]=1[O:17][CH2:18][CH2:19][CH:20](OCCCBr)[NH:21][CH3:22])[CH2:2][CH3:3].[CH:28]([N:31]=[C:32]=[O:33])([CH3:30])[CH3:29]. (2) Given the product [C:1]([C@@H:3]([NH:5][C:6](=[O:12])[CH2:13][CH2:14][CH2:15][CH2:16][CH2:17][CH2:18][CH2:19][CH2:20][CH3:21])[CH3:4])#[N:2], predict the reactants needed to synthesize it. The reactants are: [C:1]([C@@H:3]([NH:5][C:6](=[O:12])OC(C)(C)C)[CH3:4])#[N:2].[C:13](O)(=O)[CH2:14][CH2:15][CH2:16][CH2:17][CH2:18][CH2:19][CH2:20][CH2:21]C. (3) Given the product [Cl:1][C:2]1[N:3]=[C:4]([N:12]2[CH2:17][CH2:16][O:15][CH2:14][CH2:13]2)[C:5]2[S:10][CH:9]=[CH:8][C:6]=2[N:7]=1, predict the reactants needed to synthesize it. The reactants are: [Cl:1][C:2]1[N:3]=[C:4](Cl)[C:5]2[S:10][CH:9]=[CH:8][C:6]=2[N:7]=1.[NH:12]1[CH2:17][CH2:16][O:15][CH2:14][CH2:13]1. (4) Given the product [NH2:12][C@@H:13]([CH2:14][S:15][CH2:8][C:7]1[CH:10]=[CH:11][C:4]([O:3][CH3:2])=[CH:5][CH:6]=1)[C:16]([OH:18])=[O:17], predict the reactants needed to synthesize it. The reactants are: Cl.[CH3:2][O:3][C:4]1[CH:11]=[CH:10][C:7]([CH2:8]Cl)=[CH:6][CH:5]=1.[NH2:12][C@H:13]([C:16]([OH:18])=[O:17])[CH2:14][SH:15].[OH-].[Na+]. (5) Given the product [F:35][CH:23]1[CH:24]([NH:27][C:28](=[O:29])[O:30][C:31]([CH3:32])([CH3:33])[CH3:34])[CH2:25][CH2:26][N:21]([CH2:20][CH2:19][N:10]2[C:11]3[C:6](=[CH:5][CH:4]=[C:3]([O:2][CH3:1])[CH:12]=3)[N:7]=[CH:8][C:9]2=[O:13])[CH2:22]1, predict the reactants needed to synthesize it. The reactants are: [CH3:1][O:2][C:3]1[CH:12]=[C:11]2[C:6]([N:7]=[CH:8][C:9](=[O:13])[NH:10]2)=[CH:5][CH:4]=1.CS(O[CH2:19][CH2:20][N:21]1[CH2:26][CH2:25][CH:24]([NH:27][C:28]([O:30][C:31]([CH3:34])([CH3:33])[CH3:32])=[O:29])[CH:23]([F:35])[CH2:22]1)(=O)=O.[H-].[Na+]. (6) Given the product [CH3:21][N:16]1[C:12]2([CH2:17][CH2:18][N:10]([C:6]3[CH:7]=[N:8][CH:9]=[C:4]([O:3][CH2:1][CH3:2])[CH:5]=3)[CH2:11]2)[CH2:13][CH2:14][CH2:15]1, predict the reactants needed to synthesize it. The reactants are: [CH2:1]([O:3][C:4]1[CH:5]=[C:6]([N:10]2[CH2:18][CH2:17][C:12]3([NH:16][CH2:15][CH2:14][CH2:13]3)[CH2:11]2)[CH:7]=[N:8][CH:9]=1)[CH3:2].C=O.[C:21](=O)(O)[O-].[Na+]. (7) Given the product [F:1][C:2]([F:40])([F:39])[C:3]1[CH:4]=[C:5]([C@H:13]([O:15][C@H:16]2[CH2:21][CH2:20][N:19]([C:22]([C@H:24]3[CH2:29][CH2:28][C@H:27]([C:30]([NH2:41])=[O:32])[CH2:26][CH2:25]3)=[O:23])[CH2:18][C@H:17]2[C:33]2[CH:34]=[CH:35][CH:36]=[CH:37][CH:38]=2)[CH3:14])[CH:6]=[C:7]([C:9]([F:10])([F:12])[F:11])[CH:8]=1, predict the reactants needed to synthesize it. The reactants are: [F:1][C:2]([F:40])([F:39])[C:3]1[CH:4]=[C:5]([C@H:13]([O:15][C@H:16]2[CH2:21][CH2:20][N:19]([C:22]([C@H:24]3[CH2:29][CH2:28][C@H:27]([C:30]([OH:32])=O)[CH2:26][CH2:25]3)=[O:23])[CH2:18][C@H:17]2[C:33]2[CH:38]=[CH:37][CH:36]=[CH:35][CH:34]=2)[CH3:14])[CH:6]=[C:7]([C:9]([F:12])([F:11])[F:10])[CH:8]=1.[NH3:41].C(O)C. (8) Given the product [O:17]=[C:15]([N:43]1[CH2:48][CH2:47][CH2:46][CH2:45][CH2:44]1)[CH2:14][N:13]1[CH2:12][CH:11]=[CH:10][CH2:9][CH2:8][C:7](=[O:22])[NH:6][C@H:5]([C:23]2[CH:24]=[CH:25][CH:26]=[CH:27][CH:28]=2)[CH2:4][O:3][C:2]1=[O:1], predict the reactants needed to synthesize it. The reactants are: [O:1]=[C:2]1[N:13]([CH2:14][C:15]([O:17]C(C)(C)C)=O)[CH2:12][CH:11]=[CH:10][CH2:9][CH2:8][C:7](=[O:22])[NH:6][C@H:5]([C:23]2[CH:28]=[CH:27][CH:26]=[CH:25][CH:24]=2)[CH2:4][O:3]1.C([SiH](CC)CC)C.FC(F)(F)C(O)=O.[NH:43]1[CH2:48][CH2:47][CH2:46][CH2:45][CH2:44]1. (9) Given the product [Cl:1][C:2]1[CH:7]=[CH:6][C:5]([C:8]2[N:12]([CH2:13][CH2:14][C:15]([F:18])([F:17])[F:16])[C:11](=[O:19])[N:10]([CH2:20][C:21]([NH:46][CH:45]([C:43]3[O:42][N:41]=[C:40]([CH3:39])[N:44]=3)[C:47]3[CH:52]=[CH:51][CH:50]=[C:49]([C:53]([F:56])([F:54])[F:55])[CH:48]=3)=[O:22])[N:9]=2)=[CH:4][CH:3]=1, predict the reactants needed to synthesize it. The reactants are: [Cl:1][C:2]1[CH:7]=[CH:6][C:5]([C:8]2[N:12]([CH2:13][CH2:14][C:15]([F:18])([F:17])[F:16])[C:11](=[O:19])[N:10]([CH2:20][C:21](O)=[O:22])[N:9]=2)=[CH:4][CH:3]=1.C1C=CC2N(O)N=NC=2C=1.C(Cl)CCl.Cl.[CH3:39][C:40]1[N:44]=[C:43]([CH:45]([C:47]2[CH:52]=[CH:51][CH:50]=[C:49]([C:53]([F:56])([F:55])[F:54])[CH:48]=2)[NH2:46])[O:42][N:41]=1.C(N(CC)C(C)C)(C)C.